The task is: Predict the product of the given reaction.. This data is from Forward reaction prediction with 1.9M reactions from USPTO patents (1976-2016). Given the reactants [OH:1][C:2]1[CH:7]=[CH:6][C:5](/[C:8](/[C:15]2[CH:20]=[CH:19][CH:18]=[CH:17][CH:16]=2)=[CH:9]\[C:10]([O:12][CH2:13][CH3:14])=[O:11])=[CH:4][CH:3]=1, predict the reaction product. The product is: [OH:1][C:2]1[CH:3]=[CH:4][C:5]([CH:8]([C:15]2[CH:16]=[CH:17][CH:18]=[CH:19][CH:20]=2)[CH2:9][C:10]([O:12][CH2:13][CH3:14])=[O:11])=[CH:6][CH:7]=1.